From a dataset of Forward reaction prediction with 1.9M reactions from USPTO patents (1976-2016). Predict the product of the given reaction. Given the reactants [H-].[Na+].[C:3]([O:6][CH2:7][C:8]1[CH:13]=[CH:12][C:11]([OH:14])=[C:10]([F:15])[CH:9]=1)(=[O:5])[CH3:4].[CH3:16][O:17][CH2:18][CH2:19][O:20][CH2:21]Cl.O, predict the reaction product. The product is: [C:3]([O:6][CH2:7][C:8]1[CH:13]=[CH:12][C:11]([O:14][CH2:16][O:17][CH2:18][CH2:19][O:20][CH3:21])=[C:10]([F:15])[CH:9]=1)(=[O:5])[CH3:4].